From a dataset of Forward reaction prediction with 1.9M reactions from USPTO patents (1976-2016). Predict the product of the given reaction. Given the reactants Cl.[Cl:2][C:3]1[CH:4]=[C:5]2[C:9](=[CH:10][CH:11]=1)[NH:8][CH:7]=[C:6]2[CH2:12][CH2:13][NH2:14].CN(C([O:22][N:23]1N=N[C:25]2[CH:26]=[CH:27][CH:28]=N[C:24]1=2)=[N+](C)C)C.F[P-](F)(F)(F)(F)F.C(N(CC)[CH:43]([CH3:45])[CH3:44])(C)C.[C:48](OCC)(=[O:50])C.[CH3:54]N(C=O)C, predict the reaction product. The product is: [Cl:2][C:3]1[CH:4]=[C:5]2[C:9](=[CH:10][CH:11]=1)[NH:8][CH:7]=[C:6]2[CH2:12][CH2:13][NH:14][C:48]([C:24]1[CH:25]=[C:26]([CH:27]2[CH2:28][CH2:44][CH2:43][CH2:45][CH2:54]2)[O:22][N:23]=1)=[O:50].